Predict the product of the given reaction. From a dataset of Forward reaction prediction with 1.9M reactions from USPTO patents (1976-2016). Given the reactants [H-].[Al+3].[Li+].[H-].[H-].[H-].[NH2:7][CH:8]1[CH2:11][CH:10]([C:12](OC)=[O:13])[C:9]1([CH3:17])[CH3:16], predict the reaction product. The product is: [NH2:7][CH:8]1[CH2:11][CH:10]([CH2:12][OH:13])[C:9]1([CH3:17])[CH3:16].